Dataset: NCI-60 drug combinations with 297,098 pairs across 59 cell lines. Task: Regression. Given two drug SMILES strings and cell line genomic features, predict the synergy score measuring deviation from expected non-interaction effect. (1) Drug 1: CN1C(=O)N2C=NC(=C2N=N1)C(=O)N. Drug 2: CC1=C(C=C(C=C1)NC(=O)C2=CC=C(C=C2)CN3CCN(CC3)C)NC4=NC=CC(=N4)C5=CN=CC=C5. Cell line: NCI-H322M. Synergy scores: CSS=0.367, Synergy_ZIP=0.831, Synergy_Bliss=1.91, Synergy_Loewe=-1.54, Synergy_HSA=-0.619. (2) Drug 1: C1=CC(=CC=C1CCCC(=O)O)N(CCCl)CCCl. Drug 2: C1CNP(=O)(OC1)N(CCCl)CCCl. Cell line: NCI-H322M. Synergy scores: CSS=-8.81, Synergy_ZIP=0.791, Synergy_Bliss=-10.2, Synergy_Loewe=-15.2, Synergy_HSA=-12.5. (3) Synergy scores: CSS=52.5, Synergy_ZIP=3.04, Synergy_Bliss=2.25, Synergy_Loewe=-4.40, Synergy_HSA=3.42. Cell line: NCI-H460. Drug 1: C1C(C(OC1N2C=C(C(=O)NC2=O)F)CO)O. Drug 2: CC=C1C(=O)NC(C(=O)OC2CC(=O)NC(C(=O)NC(CSSCCC=C2)C(=O)N1)C(C)C)C(C)C. (4) Drug 1: C1=CN(C=N1)CC(O)(P(=O)(O)O)P(=O)(O)O. Drug 2: CS(=O)(=O)OCCCCOS(=O)(=O)C. Cell line: CCRF-CEM. Synergy scores: CSS=11.5, Synergy_ZIP=-5.77, Synergy_Bliss=-2.80, Synergy_Loewe=-6.02, Synergy_HSA=-4.88. (5) Drug 1: CC12CCC3C(C1CCC2O)C(CC4=C3C=CC(=C4)O)CCCCCCCCCS(=O)CCCC(C(F)(F)F)(F)F. Drug 2: C1CN(P(=O)(OC1)NCCCl)CCCl. Cell line: MDA-MB-231. Synergy scores: CSS=0.410, Synergy_ZIP=3.93, Synergy_Bliss=-3.37, Synergy_Loewe=-3.90, Synergy_HSA=-3.68. (6) Drug 1: CC1=C(C=C(C=C1)C(=O)NC2=CC(=CC(=C2)C(F)(F)F)N3C=C(N=C3)C)NC4=NC=CC(=N4)C5=CN=CC=C5. Drug 2: C(CC(=O)O)C(=O)CN.Cl. Cell line: CAKI-1. Synergy scores: CSS=-2.28, Synergy_ZIP=1.96, Synergy_Bliss=3.91, Synergy_Loewe=0.138, Synergy_HSA=-1.50. (7) Drug 1: CCCCC(=O)OCC(=O)C1(CC(C2=C(C1)C(=C3C(=C2O)C(=O)C4=C(C3=O)C=CC=C4OC)O)OC5CC(C(C(O5)C)O)NC(=O)C(F)(F)F)O. Drug 2: CC12CCC3C(C1CCC2OP(=O)(O)O)CCC4=C3C=CC(=C4)OC(=O)N(CCCl)CCCl.[Na+]. Cell line: SK-MEL-28. Synergy scores: CSS=31.5, Synergy_ZIP=-3.10, Synergy_Bliss=-3.20, Synergy_Loewe=-31.0, Synergy_HSA=-5.50. (8) Drug 1: C1=NC2=C(N=C(N=C2N1C3C(C(C(O3)CO)O)F)Cl)N. Drug 2: C(CCl)NC(=O)N(CCCl)N=O. Cell line: MDA-MB-231. Synergy scores: CSS=37.7, Synergy_ZIP=-6.66, Synergy_Bliss=-2.44, Synergy_Loewe=1.47, Synergy_HSA=1.45. (9) Drug 1: CC1=C(C=C(C=C1)NC(=O)C2=CC=C(C=C2)CN3CCN(CC3)C)NC4=NC=CC(=N4)C5=CN=CC=C5. Drug 2: CCCCCOC(=O)NC1=NC(=O)N(C=C1F)C2C(C(C(O2)C)O)O. Cell line: TK-10. Synergy scores: CSS=-5.17, Synergy_ZIP=3.34, Synergy_Bliss=2.38, Synergy_Loewe=-3.65, Synergy_HSA=-4.97. (10) Drug 1: CC1=C2C(C(=O)C3(C(CC4C(C3C(C(C2(C)C)(CC1OC(=O)C(C(C5=CC=CC=C5)NC(=O)OC(C)(C)C)O)O)OC(=O)C6=CC=CC=C6)(CO4)OC(=O)C)OC)C)OC. Drug 2: COC1=NC(=NC2=C1N=CN2C3C(C(C(O3)CO)O)O)N. Cell line: TK-10. Synergy scores: CSS=25.7, Synergy_ZIP=-2.35, Synergy_Bliss=-7.31, Synergy_Loewe=-26.4, Synergy_HSA=-8.01.